Dataset: Full USPTO retrosynthesis dataset with 1.9M reactions from patents (1976-2016). Task: Predict the reactants needed to synthesize the given product. (1) Given the product [F:40][C:22]1[CH:23]=[C:24]([N:27]2[CH2:31][C@H:30]([CH2:32][N:33]3[CH:37]=[C:36]([CH3:38])[N:35]=[N:34]3)[O:29][C:28]2=[O:39])[CH:25]=[CH:26][C:21]=1[C:18]1[CH:19]=[CH:20][C:15]([C:12]2[CH2:11][CH:10]([CH2:9][OH:8])[O:14][N:13]=2)=[CH:16][CH:17]=1, predict the reactants needed to synthesize it. The reactants are: [Si]([O:8][CH2:9][CH:10]1[O:14][N:13]=[C:12]([C:15]2[CH:20]=[CH:19][C:18]([C:21]3[CH:26]=[CH:25][C:24]([N:27]4[CH2:31][C@H:30]([CH2:32][N:33]5[CH:37]=[C:36]([CH3:38])[N:35]=[N:34]5)[O:29][C:28]4=[O:39])=[CH:23][C:22]=3[F:40])=[CH:17][CH:16]=2)[CH2:11]1)(C(C)(C)C)(C)C.[F-].C([N+](CCCC)(CCCC)CCCC)CCC. (2) Given the product [Cl:1][C:2]1[C:3]([C:32]2[C:40]3[C:35](=[CH:36][CH:37]=[CH:38][CH:39]=3)[NH:34][C:33]=2[CH3:50])=[N:4][C:5]([NH:8][C@@H:9]2[CH2:14][CH2:13][CH2:12][C@H:11]([NH:15][C:16]([C:18]3[CH:19]=[CH:20][C:21]([NH:24][C:25](=[O:31])[O:26][C:27]([CH3:30])([CH3:29])[CH3:28])=[CH:22][CH:23]=3)=[O:17])[CH2:10]2)=[N:6][CH:7]=1, predict the reactants needed to synthesize it. The reactants are: [Cl:1][C:2]1[C:3]([C:32]2[C:40]3[C:35](=[CH:36][CH:37]=[CH:38][CH:39]=3)[N:34](S(C3C=CC=CC=3)(=O)=O)[C:33]=2[CH3:50])=[N:4][C:5]([NH:8][C@@H:9]2[CH2:14][CH2:13][CH2:12][C@H:11]([NH:15][C:16]([C:18]3[CH:23]=[CH:22][C:21]([NH:24][C:25](=[O:31])[O:26][C:27]([CH3:30])([CH3:29])[CH3:28])=[CH:20][CH:19]=3)=[O:17])[CH2:10]2)=[N:6][CH:7]=1.C([O-])([O-])=O.[K+].[K+].N1CCOCC1.